From a dataset of Forward reaction prediction with 1.9M reactions from USPTO patents (1976-2016). Predict the product of the given reaction. The product is: [F:1][C:2]1[CH:12]=[CH:11][C:5](/[CH:6]=[CH:7]/[C:8]([NH2:14])=[O:9])=[CH:4][CH:3]=1. Given the reactants [F:1][C:2]1[CH:12]=[CH:11][C:5]([CH:6]=[CH:7][C:8](O)=[O:9])=[CH:4][CH:3]=1.C[N:14](C=O)C.C(Cl)(=O)C(Cl)=O, predict the reaction product.